Dataset: Forward reaction prediction with 1.9M reactions from USPTO patents (1976-2016). Task: Predict the product of the given reaction. (1) Given the reactants Br[C:2]1[C:10]2[C:5](=[N:6][CH:7]=[C:8]([F:11])[CH:9]=2)[N:4]([S:12]([C:15]2[CH:20]=[CH:19][C:18]([CH3:21])=[CH:17][CH:16]=2)(=[O:14])=[O:13])[CH:3]=1.[CH3:22][C:23]1([CH3:39])[C:27]([CH3:29])([CH3:28])[O:26][B:25]([B:25]2[O:26][C:27]([CH3:29])([CH3:28])[C:23]([CH3:39])([CH3:22])[O:24]2)[O:24]1.C([O-])(=O)C.[K+].CCCCCC, predict the reaction product. The product is: [F:11][C:8]1[CH:9]=[C:10]2[C:2]([B:25]3[O:26][C:27]([CH3:29])([CH3:28])[C:23]([CH3:39])([CH3:22])[O:24]3)=[CH:3][N:4]([S:12]([C:15]3[CH:20]=[CH:19][C:18]([CH3:21])=[CH:17][CH:16]=3)(=[O:14])=[O:13])[C:5]2=[N:6][CH:7]=1. (2) Given the reactants [CH2:1]([O:8][C:9]([N:11]1[CH2:15][CH2:14][CH2:13][C@H:12]1[C:16]([OH:18])=O)=[O:10])[C:2]1[CH:7]=[CH:6][CH:5]=[CH:4][CH:3]=1.CN(C=O)C.C(Cl)(=O)C([Cl:27])=O, predict the reaction product. The product is: [Cl:27][C:16]([C@@H:12]1[CH2:13][CH2:14][CH2:15][N:11]1[C:9]([O:8][CH2:1][C:2]1[CH:7]=[CH:6][CH:5]=[CH:4][CH:3]=1)=[O:10])=[O:18]. (3) Given the reactants [CH3:1][C:2]1[C:3](B(O)O)=[CH:4][C:5]2[C:6]([CH3:15])([CH3:14])[CH2:7][CH2:8][C:9]([CH3:13])([CH3:12])[C:10]=2[CH:11]=1.Br[C:20]1[S:24][C:23]([CH:25]=[O:26])=[CH:22][CH:21]=1, predict the reaction product. The product is: [CH3:1][C:2]1[C:3]([C:20]2[S:24][C:23]([CH:25]=[O:26])=[CH:22][CH:21]=2)=[CH:4][C:5]2[C:6]([CH3:15])([CH3:14])[CH2:7][CH2:8][C:9]([CH3:13])([CH3:12])[C:10]=2[CH:11]=1. (4) Given the reactants [Cl:1][C:2]1[CH:3]=[N:4][C:5]([N:11]2[CH2:14][CH:13]([O:15][C:16]3[CH:21]=[CH:20][C:19]([F:22])=[C:18]([F:23])[CH:17]=3)[CH2:12]2)=[C:6]([CH:10]=1)[C:7]([OH:9])=O.Cl.[NH2:25][C:26]1([C:29]2[CH:38]=[CH:37][C:32]([C:33]([O:35][CH3:36])=[O:34])=[CH:31][CH:30]=2)[CH2:28][CH2:27]1, predict the reaction product. The product is: [Cl:1][C:2]1[CH:3]=[N:4][C:5]([N:11]2[CH2:12][CH:13]([O:15][C:16]3[CH:21]=[CH:20][C:19]([F:22])=[C:18]([F:23])[CH:17]=3)[CH2:14]2)=[C:6]([CH:10]=1)[C:7]([NH:25][C:26]1([C:29]2[CH:38]=[CH:37][C:32]([C:33]([O:35][CH3:36])=[O:34])=[CH:31][CH:30]=2)[CH2:28][CH2:27]1)=[O:9]. (5) Given the reactants [C:1]12([C:11]3[CH:30]=[CH:29][C:14]([O:15][CH2:16][C:17]([NH:19][C:20]4[CH:21]=[C:22]([CH:26]=[CH:27][N:28]=4)[C:23](O)=[O:24])=[O:18])=[CH:13][CH:12]=3)[CH2:10][CH:5]3[CH2:6][CH:7]([CH2:9][CH:3]([CH2:4]3)[CH2:2]1)[CH2:8]2.[CH2:31]([NH2:37])[C:32]1[O:36][CH:35]=[CH:34][CH:33]=1.C1CN([P+](ON2N=NC3C=CC=CC2=3)(N2CCCC2)N2CCCC2)CC1.F[P-](F)(F)(F)(F)F.CO, predict the reaction product. The product is: [C:1]12([C:11]3[CH:30]=[CH:29][C:14]([O:15][CH2:16][C:17]([NH:19][C:20]4[CH:21]=[C:22]([CH:26]=[CH:27][N:28]=4)[C:23]([NH:37][CH2:31][C:32]4[O:36][CH:35]=[CH:34][CH:33]=4)=[O:24])=[O:18])=[CH:13][CH:12]=3)[CH2:10][CH:5]3[CH2:6][CH:7]([CH2:9][CH:3]([CH2:4]3)[CH2:2]1)[CH2:8]2. (6) Given the reactants [CH3:1][O:2][C:3]1[CH:4]=[CH:5][C:6]2[O:10][C:9]([CH:11]([NH:18][C:19]3[CH:27]=[CH:26][C:22]([C:23]([OH:25])=O)=[CH:21][CH:20]=3)[CH2:12][CH2:13][CH2:14][CH2:15][S:16][CH3:17])=[C:8]([CH3:28])[C:7]=2[CH:29]=1.Cl.[CH2:31]([O:33][C:34](=[O:38])[CH2:35][CH2:36][NH2:37])[CH3:32].O.ON1C2C=CC=CC=2N=N1.Cl.C(N=C=NCCCN(C)C)C.[Cl-].[NH4+], predict the reaction product. The product is: [CH3:1][O:2][C:3]1[CH:4]=[CH:5][C:6]2[O:10][C:9]([CH:11]([NH:18][C:19]3[CH:20]=[CH:21][C:22]([C:23]([NH:37][CH2:36][CH2:35][C:34]([O:33][CH2:31][CH3:32])=[O:38])=[O:25])=[CH:26][CH:27]=3)[CH2:12][CH2:13][CH2:14][CH2:15][S:16][CH3:17])=[C:8]([CH3:28])[C:7]=2[CH:29]=1. (7) Given the reactants [Cl:1][C:2]1[CH:7]=[CH:6][C:5]([CH2:8][CH:9]([C:11]2([CH3:14])[CH2:13][CH2:12]2)[NH2:10])=[CH:4][C:3]=1[O:15][CH2:16][CH2:17][CH2:18][O:19][CH3:20].[CH:21](O)=[O:22], predict the reaction product. The product is: [Cl:1][C:2]1[CH:7]=[CH:6][C:5]([CH2:8][CH:9]([NH:10][CH:21]=[O:22])[C:11]2([CH3:14])[CH2:13][CH2:12]2)=[CH:4][C:3]=1[O:15][CH2:16][CH2:17][CH2:18][O:19][CH3:20]. (8) Given the reactants [N:1]1([C:10]2[N:18]=[C:17]3[C:13]([NH:14][C:15](=[O:37])[N:16]3[CH:19]3[CH2:27][CH2:26][CH2:25][C:24]4[N:23](S(C5C=CC=CC=5)(=O)=O)[CH:22]=[CH:21][C:20]3=4)=[CH:12][N:11]=2)[C:5]2[CH:6]=[CH:7][CH:8]=[CH:9][C:4]=2[N:3]=[CH:2]1.[OH-].[Na+], predict the reaction product. The product is: [N:1]1([C:10]2[N:18]=[C:17]3[C:13]([NH:14][C:15](=[O:37])[N:16]3[CH:19]3[CH2:27][CH2:26][CH2:25][C:24]4[NH:23][CH:22]=[CH:21][C:20]3=4)=[CH:12][N:11]=2)[C:5]2[CH:6]=[CH:7][CH:8]=[CH:9][C:4]=2[N:3]=[CH:2]1. (9) The product is: [O:1]1[CH:5]=[CH:4][CH:3]=[C:2]1[C:6]1[N:27]([CH2:26][CH2:25][C:20]2[CH:21]=[CH:22][CH:23]=[CH:24][C:19]=2[O:18][CH3:17])[C:8](=[O:16])[C:9]2[C:10](=[CH:12][CH:13]=[CH:14][CH:15]=2)[N:11]=1. Given the reactants [O:1]1[CH:5]=[CH:4][CH:3]=[C:2]1[C:6]1O[C:8](=[O:16])[C:9]2[CH:15]=[CH:14][CH:13]=[CH:12][C:10]=2[N:11]=1.[CH3:17][O:18][C:19]1[CH:24]=[CH:23][CH:22]=[CH:21][C:20]=1[CH2:25][CH2:26][NH2:27], predict the reaction product. (10) Given the reactants [N:1]1([C:7]2[CH:12]=[CH:11][C:10]([NH:13][C:14](=[O:17])[NH:15][NH2:16])=[CH:9][CH:8]=2)[CH2:6][CH2:5][O:4][CH2:3][CH2:2]1.[CH:18]([C:21]1[C:22]([O:34]COC)=[CH:23][C:24]([O:30]COC)=[C:25]([CH:29]=1)[C:26](O)=O)([CH3:20])[CH3:19].O.ON1C2C=CC=CC=2N=N1.CN(C)CCCN=C=NCC.C(=O)([O-])O.[Na+], predict the reaction product. The product is: [OH:17][C:14]1[N:13]([C:10]2[CH:9]=[CH:8][C:7]([N:1]3[CH2:6][CH2:5][O:4][CH2:3][CH2:2]3)=[CH:12][CH:11]=2)[C:26]([C:25]2[CH:29]=[C:21]([CH:18]([CH3:20])[CH3:19])[C:22]([OH:34])=[CH:23][C:24]=2[OH:30])=[N:16][N:15]=1.